This data is from Reaction yield outcomes from USPTO patents with 853,638 reactions. The task is: Predict the reaction yield, written as a fraction of the theoretical maximum amount of product (1.0 means a 100% yield; for example, 0.34 means a 34% yield). The product is [Cl:23][C:24]1[CH:25]=[C:26]([CH:27]=[CH:28][C:29]=1[F:30])[O:31][C:2]1[N:7]=[CH:6][N:5]=[C:4]([NH:8][C:9]2[CH:14]=[CH:13][CH:12]=[C:11]([NH2:15])[CH:10]=2)[CH:3]=1. The yield is 0.450. The catalyst is CN(C=O)C.O. The reactants are Cl[C:2]1[N:7]=[CH:6][N:5]=[C:4]([NH:8][C:9]2[CH:10]=[C:11]([NH:15]C(=O)OC(C)(C)C)[CH:12]=[CH:13][CH:14]=2)[CH:3]=1.[Cl:23][C:24]1[CH:25]=[C:26]([OH:31])[CH:27]=[CH:28][C:29]=1[F:30].C(=O)([O-])[O-].[K+].[K+].